This data is from Full USPTO retrosynthesis dataset with 1.9M reactions from patents (1976-2016). The task is: Predict the reactants needed to synthesize the given product. (1) Given the product [CH3:1][N:2]([CH3:20])[C:3]([C:5]1[C:19]2[C:14](=[CH:15][CH:16]=[CH:17][CH:18]=2)[C:8]2([CH2:13][CH2:12][N:11]([CH:22]3[CH2:27][CH2:26][N:25]([C:28]([O:30][CH2:31][CH3:32])=[O:29])[CH2:24][CH2:23]3)[CH2:10][CH2:9]2)[CH2:7][CH:6]=1)=[O:4], predict the reactants needed to synthesize it. The reactants are: [CH3:1][N:2]([CH3:20])[C:3]([C:5]1[C:19]2[C:14](=[CH:15][CH:16]=[CH:17][CH:18]=2)[C:8]2([CH2:13][CH2:12][NH:11][CH2:10][CH2:9]2)[CH2:7][CH:6]=1)=[O:4].O=[C:22]1[CH2:27][CH2:26][N:25]([C:28]([O:30][CH2:31][CH3:32])=[O:29])[CH2:24][CH2:23]1.C(O[BH-](OC(=O)C)OC(=O)C)(=O)C.[Na+].CO. (2) Given the product [CH3:15][O:16][C:17]1[CH:22]=[C:21]([O:23][CH3:24])[CH:20]=[CH:19][C:18]=1[C:25]1[CH:29]=[N:28][N:27]([C:2]2[CH:3]=[CH:4][C:5]([CH3:14])=[C:6]([CH2:8][NH:9][C:10](=[O:13])[O:11][CH3:12])[CH:7]=2)[N:26]=1, predict the reactants needed to synthesize it. The reactants are: I[C:2]1[CH:3]=[CH:4][C:5]([CH3:14])=[C:6]([CH2:8][NH:9][C:10](=[O:13])[O:11][CH3:12])[CH:7]=1.[CH3:15][O:16][C:17]1[CH:22]=[C:21]([O:23][CH3:24])[CH:20]=[CH:19][C:18]=1[C:25]1[CH:29]=[N:28][NH:27][N:26]=1.C([O-])([O-])=O.[Cs+].[Cs+]. (3) Given the product [NH:5]1[CH2:4][CH2:3][CH:2]([NH:1][C:28]([C:25]2[C:24]3[C:18]4[S:17][C:16]([NH2:15])=[N:20][C:19]=4[CH:21]=[CH:22][C:23]=3[NH:27][N:26]=2)=[O:29])[CH2:7][CH2:6]1, predict the reactants needed to synthesize it. The reactants are: [NH2:1][CH:2]1[CH2:7][CH2:6][N:5](C(OC(C)(C)C)=O)[CH2:4][CH2:3]1.[NH2:15][C:16]1[S:17][C:18]2[C:24]3[C:25]([C:28](O)=[O:29])=[N:26][NH:27][C:23]=3[CH:22]=[CH:21][C:19]=2[N:20]=1.C(Cl)CCl.C1C=CC2N(O)N=NC=2C=1.Cl.